The task is: Predict the reactants needed to synthesize the given product.. This data is from Full USPTO retrosynthesis dataset with 1.9M reactions from patents (1976-2016). (1) Given the product [Br:18][CH2:7][C:6]1[N:5]([CH2:8][CH3:9])[N:4]([C:10]2[CH:15]=[CH:14][C:13]([Cl:16])=[CH:12][CH:11]=2)[C:3](=[O:17])[C:2]=1[Cl:1], predict the reactants needed to synthesize it. The reactants are: [Cl:1][C:2]1[C:3](=[O:17])[N:4]([C:10]2[CH:15]=[CH:14][C:13]([Cl:16])=[CH:12][CH:11]=2)[N:5]([CH2:8][CH3:9])[C:6]=1[CH3:7].[Br:18]N1C(=O)CCC1=O. (2) Given the product [C:16]([Si:20]([O:10][CH2:9][C:3]1[CH:4]=[CH:5][CH:6]=[C:7]([F:8])[C:2]=1[F:1])([CH3:23])[CH3:22])([CH3:19])([CH3:18])[CH3:17], predict the reactants needed to synthesize it. The reactants are: [F:1][C:2]1[C:7]([F:8])=[CH:6][CH:5]=[CH:4][C:3]=1[CH2:9][OH:10].N1C=CN=C1.[C:16]([Si:20]([CH3:23])([CH3:22])Cl)([CH3:19])([CH3:18])[CH3:17]. (3) Given the product [CH:2]([C:6]1[CH:7]=[C:8]([C:12]2([OH:33])[C:16]3[CH:17]=[C:18]([NH:23][C:24](=[O:30])[CH2:25][C:26]([CH3:27])([CH3:28])[CH3:29])[C:19]([CH3:22])=[C:20]([CH3:21])[C:15]=3[O:14][C:13]2([CH3:32])[CH3:31])[CH:9]=[CH:10][CH:11]=1)=[O:1], predict the reactants needed to synthesize it. The reactants are: [O:1]1CCO[CH:2]1[C:6]1[CH:7]=[C:8]([C:12]2([OH:33])[C:16]3[CH:17]=[C:18]([NH:23][C:24](=[O:30])[CH2:25][C:26]([CH3:29])([CH3:28])[CH3:27])[C:19]([CH3:22])=[C:20]([CH3:21])[C:15]=3[O:14][C:13]2([CH3:32])[CH3:31])[CH:9]=[CH:10][CH:11]=1.O.C1(C)C=CC(S([O-])(=O)=O)=CC=1.[NH+]1C=CC=CC=1. (4) Given the product [Cl:1][C:2]1[CH:3]=[C:4]([N:13]([CH2:20][CH3:21])[C@H:14]2[C@H:18]([O:19][CH3:24])[CH2:17][O:16][CH2:15]2)[C:5]([CH3:12])=[C:6]([CH:11]=1)[C:7]([O:9][CH3:10])=[O:8], predict the reactants needed to synthesize it. The reactants are: [Cl:1][C:2]1[CH:3]=[C:4]([N:13]([CH2:20][CH3:21])[C@H:14]2[C@H:18]([OH:19])[CH2:17][O:16][CH2:15]2)[C:5]([CH3:12])=[C:6]([CH:11]=1)[C:7]([O:9][CH3:10])=[O:8].[H-].[Na+].[CH3:24]I. (5) Given the product [ClH:1].[NH:9]1[CH2:13][CH2:12][CH2:11][C@H:10]1[C:14]1[NH:15][C:16]([C:19]2[CH:24]=[CH:23][C:22]([B:25]3[O:29][C:28]([CH3:31])([CH3:30])[C:27]([CH3:33])([CH3:32])[O:26]3)=[CH:21][CH:20]=2)=[CH:17][N:18]=1, predict the reactants needed to synthesize it. The reactants are: [ClH:1].C(OC([N:9]1[CH2:13][CH2:12][CH2:11][C@H:10]1[C:14]1[NH:15][C:16]([C:19]2[CH:24]=[CH:23][C:22]([B:25]3[O:29][C:28]([CH3:31])([CH3:30])[C:27]([CH3:33])([CH3:32])[O:26]3)=[CH:21][CH:20]=2)=[CH:17][N:18]=1)=O)(C)(C)C.C(OCC)C. (6) Given the product [CH3:1][O:2][C:3]([C:5]1[CH:14]=[C:13]2[C:8]([CH:9]([NH:15][C:24]([O:23][CH2:16][C:17]3[CH:22]=[CH:21][CH:20]=[CH:19][CH:18]=3)=[O:25])[CH2:10][CH2:11][O:12]2)=[CH:7][CH:6]=1)=[O:4], predict the reactants needed to synthesize it. The reactants are: [CH3:1][O:2][C:3]([C:5]1[CH:14]=[C:13]2[C:8]([CH:9]([NH2:15])[CH2:10][CH2:11][O:12]2)=[CH:7][CH:6]=1)=[O:4].[CH2:16]([O:23][C:24](Cl)=[O:25])[C:17]1[CH:22]=[CH:21][CH:20]=[CH:19][CH:18]=1. (7) Given the product [F:1][C:2]1[CH:30]=[C:29]([NH:31][S:32]([C:35]2[CH:36]=[CH:37][C:38]([CH2:41][NH:42][CH3:43])=[CH:39][CH:40]=2)(=[O:34])=[O:33])[CH:28]=[C:27]([F:44])[C:3]=1[C:4]([NH:6][C@H:7]([C:24]([O:26][CH2:58][CH:52]1[CH2:57][CH2:56][CH2:55][CH2:54][CH2:53]1)=[O:25])[CH2:8][C:9]1[CH:10]=[CH:11][C:12]([N:15]2[C:20](=[O:21])[CH:19]=[CH:18][N:17]([CH3:22])[C:16]2=[O:23])=[CH:13][CH:14]=1)=[O:5], predict the reactants needed to synthesize it. The reactants are: [F:1][C:2]1[CH:30]=[C:29]([NH:31][S:32]([C:35]2[CH:40]=[CH:39][C:38]([CH2:41][NH:42][CH3:43])=[CH:37][CH:36]=2)(=[O:34])=[O:33])[CH:28]=[C:27]([F:44])[C:3]=1[C:4]([NH:6][C@H:7]([C:24]([OH:26])=[O:25])[CH2:8][C:9]1[CH:14]=[CH:13][C:12]([N:15]2[C:20](=[O:21])[CH:19]=[CH:18][N:17]([CH3:22])[C:16]2=[O:23])=[CH:11][CH:10]=1)=[O:5].Cl.O1CCOCC1.[CH:52]1([CH2:58]O)[CH2:57][CH2:56][CH2:55][CH2:54][CH2:53]1. (8) The reactants are: Br[CH2:2][C:3]([O:5][CH3:6])=[O:4].[C:7]1([C:13]2[C:21]3[C:20]([N:22]4[CH2:27][CH2:26][CH:25]([CH2:28][NH:29][CH:30]5[CH2:33][CH2:32][CH2:31]5)[CH2:24][CH2:23]4)=[N:19][CH:18]=[N:17][C:16]=3[S:15][CH:14]=2)[CH:12]=[CH:11][CH:10]=[CH:9][CH:8]=1.C(=O)([O-])[O-].[Cs+].[Cs+].O. Given the product [CH:30]1([N:29]([CH2:28][CH:25]2[CH2:24][CH2:23][N:22]([C:20]3[C:21]4[C:13]([C:7]5[CH:8]=[CH:9][CH:10]=[CH:11][CH:12]=5)=[CH:14][S:15][C:16]=4[N:17]=[CH:18][N:19]=3)[CH2:27][CH2:26]2)[CH2:2][C:3]([O:5][CH3:6])=[O:4])[CH2:33][CH2:32][CH2:31]1, predict the reactants needed to synthesize it.